This data is from Forward reaction prediction with 1.9M reactions from USPTO patents (1976-2016). The task is: Predict the product of the given reaction. Given the reactants [C:1]([O:5][C:6](=[O:35])[N:7]([C:16]1[N:20]([CH3:21])[C:19]2[CH:22]=[CH:23][C:24]([N:26]([C:28]3[CH:33]=[CH:32][N:31]=[C:30](Cl)[N:29]=3)[CH3:27])=[CH:25][C:18]=2[N:17]=1)[C:8]1[CH:13]=[CH:12][C:11]([O:14][CH3:15])=[CH:10][CH:9]=1)([CH3:4])([CH3:3])[CH3:2].[NH2:36][C:37]1[CH:42]=[CH:41][C:40]([CH2:43][S:44]([NH2:47])(=[O:46])=[O:45])=[CH:39][CH:38]=1, predict the reaction product. The product is: [C:1]([O:5][C:6](=[O:35])[N:7]([C:8]1[CH:13]=[CH:12][C:11]([O:14][CH3:15])=[CH:10][CH:9]=1)[C:16]1[N:20]([CH3:21])[C:19]2[CH:22]=[CH:23][C:24]([N:26]([CH3:27])[C:28]3[CH:33]=[CH:32][N:31]=[C:30]([NH:36][C:37]4[CH:42]=[CH:41][C:40]([CH2:43][S:44](=[O:46])(=[O:45])[NH2:47])=[CH:39][CH:38]=4)[N:29]=3)=[CH:25][C:18]=2[N:17]=1)([CH3:4])([CH3:3])[CH3:2].